Dataset: Full USPTO retrosynthesis dataset with 1.9M reactions from patents (1976-2016). Task: Predict the reactants needed to synthesize the given product. (1) Given the product [CH:1]1([NH:4][C:5]2[N:6]=[N:7][C:8]([C:11]#[C:12][C:39]3[CH:38]=[C:16]([CH:15]=[CH:14][C:40]=3[CH3:41])[C:17]([NH:19][C:20]3[CH:25]=[CH:24][C:23]([CH2:26][N:27]4[CH2:32][CH2:31][N:30]([CH3:33])[CH2:29][CH2:28]4)=[C:22]([C:34]([F:37])([F:36])[F:35])[CH:21]=3)=[O:18])=[CH:9][CH:10]=2)[CH2:3][CH2:2]1, predict the reactants needed to synthesize it. The reactants are: [CH:1]1([NH:4][C:5]2[N:6]=[N:7][C:8]([C:11]#[CH:12])=[CH:9][CH:10]=2)[CH2:3][CH2:2]1.I[C:14]1[CH:15]=[C:16]([CH:38]=[CH:39][C:40]=1[CH3:41])[C:17]([NH:19][C:20]1[CH:25]=[CH:24][C:23]([CH2:26][N:27]2[CH2:32][CH2:31][N:30]([CH3:33])[CH2:29][CH2:28]2)=[C:22]([C:34]([F:37])([F:36])[F:35])[CH:21]=1)=[O:18]. (2) Given the product [CH2:39]([S:41]([NH:1][C:2]1[C:3]([CH3:38])=[C:4]([CH:35]=[CH:36][CH:37]=1)[O:5][C:6]1[C:7]([C:23]([NH:25][CH2:26][C:27]2[CH:28]=[CH:29][C:30]([O:33][CH3:34])=[CH:31][CH:32]=2)=[O:24])=[C:8]([NH:14][C:15]2[CH:20]=[CH:19][C:18]([I:21])=[CH:17][C:16]=2[F:22])[N:9]([CH3:13])[C:10](=[O:12])[CH:11]=1)(=[O:43])=[O:42])[CH3:40], predict the reactants needed to synthesize it. The reactants are: [NH2:1][C:2]1[C:3]([CH3:38])=[C:4]([CH:35]=[CH:36][CH:37]=1)[O:5][C:6]1[C:7]([C:23]([NH:25][CH2:26][C:27]2[CH:32]=[CH:31][C:30]([O:33][CH3:34])=[CH:29][CH:28]=2)=[O:24])=[C:8]([NH:14][C:15]2[CH:20]=[CH:19][C:18]([I:21])=[CH:17][C:16]=2[F:22])[N:9]([CH3:13])[C:10](=[O:12])[CH:11]=1.[CH2:39]([S:41](Cl)(=[O:43])=[O:42])[CH3:40].